Dataset: Peptide-MHC class I binding affinity with 185,985 pairs from IEDB/IMGT. Task: Regression. Given a peptide amino acid sequence and an MHC pseudo amino acid sequence, predict their binding affinity value. This is MHC class I binding data. (1) The peptide sequence is IPSATKRWG. The MHC is HLA-B07:02 with pseudo-sequence HLA-B07:02. The binding affinity (normalized) is 0.000790. (2) The MHC is HLA-B18:01 with pseudo-sequence HLA-B18:01. The peptide sequence is CYMHVSDYY. The binding affinity (normalized) is 0.0847. (3) The peptide sequence is IIYERDFSY. The MHC is HLA-A69:01 with pseudo-sequence HLA-A69:01. The binding affinity (normalized) is 0.0847. (4) The peptide sequence is EVFNETGWM. The MHC is HLA-A26:03 with pseudo-sequence HLA-A26:03. The binding affinity (normalized) is 0.728.